From a dataset of Reaction yield outcomes from USPTO patents with 853,638 reactions. Predict the reaction yield, written as a fraction of the theoretical maximum amount of product (1.0 means a 100% yield; for example, 0.34 means a 34% yield). (1) The reactants are [S:1]1[CH:5]=[C:4](B(O)O)[C:3]2[CH:9]=[CH:10][CH:11]=[CH:12][C:2]1=2.[NH2:13][C:14]1[CH:19]=[CH:18][CH:17]=[CH:16][CH:15]=1.O.O=[CH:22][C:23]([OH:25])=[O:24]. The catalyst is CC#N. The product is [S:1]1[CH:5]=[C:4]([CH:22]([NH:13][C:14]2[CH:19]=[CH:18][CH:17]=[CH:16][CH:15]=2)[C:23]([OH:25])=[O:24])[C:3]2[CH:9]=[CH:10][CH:11]=[CH:12][C:2]1=2. The yield is 0.479. (2) The reactants are Br[C:2]1[CH:3]=[CH:4][C:5]2[O:10][CH2:9][CH2:8][N:7]([C:11]3[S:12][C:13]4[CH2:14]C(C)(C)N[C:17](=O)[C:18]=4[N:19]=3)[C:6]=2[CH:23]=1.[CH3:24][C:25]1[CH:30]=[CH:29][C:28](B(O)O)=[CH:27][N:26]=1.C([O-])([O-])=O.[Na+].[Na+].[OH2:40]. The catalyst is C1COCC1. The product is [CH3:5][C:6]1([CH3:23])[NH:7][C:14](=[O:40])[C:13]2[S:12][C:11]([N:7]3[C:6]4[CH:23]=[C:2]([C:28]5[CH:27]=[N:26][C:25]([CH3:24])=[CH:30][CH:29]=5)[CH:3]=[CH:4][C:5]=4[O:10][CH2:9][CH2:8]3)=[N:19][C:18]=2[CH2:17]1. The yield is 0.290.